From a dataset of Reaction yield outcomes from USPTO patents with 853,638 reactions. Predict the reaction yield, written as a fraction of the theoretical maximum amount of product (1.0 means a 100% yield; for example, 0.34 means a 34% yield). (1) The reactants are [CH:1]1[CH:6]=[C:5]([OH:7])[CH:4]=[C:3]([CH2:8][CH:9]([NH2:13])[C:10]([OH:12])=[O:11])[CH:2]=1.[CH2:14]=O. The catalyst is Cl. The product is [OH:7][C:5]1[CH:4]=[C:3]2[C:2](=[CH:1][CH:6]=1)[CH2:14][NH:13][CH:9]([C:10]([OH:12])=[O:11])[CH2:8]2. The yield is 0.520. (2) The reactants are C([Li])CCC.[CH3:6][N:7]1[CH:11]=[CH:10][N:9]=[CH:8]1.Cl[Si](CC)(CC)CC.[Cl:20][C:21]1[CH:26]=[CH:25][C:24]([C:27]([C:29]2[CH:30]=[CH:31][C:32]3[C:33]([CH:44]=2)=[C:34]([C:37]2[CH:42]=[CH:41][CH:40]=[C:39]([Cl:43])[CH:38]=2)[O:35][N:36]=3)=[O:28])=[CH:23][CH:22]=1. The catalyst is C1COCC1. The product is [Cl:43][C:39]1[CH:38]=[C:37]([C:34]2[O:35][N:36]=[C:32]3[CH:31]=[CH:30][C:29]([C:27]([C:24]4[CH:23]=[CH:22][C:21]([Cl:20])=[CH:26][CH:25]=4)([C:11]4[N:7]([CH3:6])[CH:8]=[N:9][CH:10]=4)[OH:28])=[CH:44][C:33]=23)[CH:42]=[CH:41][CH:40]=1. The yield is 0.250.